This data is from Catalyst prediction with 721,799 reactions and 888 catalyst types from USPTO. The task is: Predict which catalyst facilitates the given reaction. (1) Reactant: [C:1]([O:5][C:6](=[O:35])[NH:7][C:8]1([C:12]2[CH:17]=[CH:16][C:15]([C:18]3[C:19]([C:29]4[CH:34]=[CH:33][CH:32]=[CH:31][CH:30]=4)=[CH:20][C:21]4[NH:26][C:25](=[O:27])[CH2:24][O:23][C:22]=4[N:28]=3)=[CH:14][CH:13]=2)[CH2:11][CH2:10][CH2:9]1)([CH3:4])([CH3:3])[CH3:2].[H-].[Na+].Br[CH2:39][C:40]1[CH:45]=[CH:44][CH:43]=[CH:42][N:41]=1.Br.C([O-])(O)=O.[Na+]. Product: [C:1]([O:5][C:6](=[O:35])[NH:7][C:8]1([C:12]2[CH:13]=[CH:14][C:15]([C:18]3[C:19]([C:29]4[CH:30]=[CH:31][CH:32]=[CH:33][CH:34]=4)=[CH:20][C:21]4[N:26]([CH2:39][C:40]5[CH:45]=[CH:44][CH:43]=[CH:42][N:41]=5)[C:25](=[O:27])[CH2:24][O:23][C:22]=4[N:28]=3)=[CH:16][CH:17]=2)[CH2:11][CH2:10][CH2:9]1)([CH3:4])([CH3:2])[CH3:3]. The catalyst class is: 3. (2) Reactant: [F:1][C:2]1[C:3]([O:30][CH3:31])=[C:4]([C@H:8]([CH3:29])[CH2:9][C@@:10]([C:25]([F:28])([F:27])[F:26])([OH:24])[CH:11]=NC2C=CC=C3C=2C=CC(C)=N3)[CH:5]=[CH:6][CH:7]=1.B(Br)(Br)Br.C([O-])(O)=[O:37].[Na+]. Product: [F:1][C:2]1[C:3]([O:30][CH3:31])=[C:4]([C@@H:8]([CH3:29])[CH2:9][C@:10]([OH:24])([C:25]([F:26])([F:27])[F:28])[CH:11]=[O:37])[CH:5]=[CH:6][CH:7]=1. The catalyst class is: 2. (3) Reactant: [N:1]1[CH:6]=[CH:5][CH:4]=[C:3]([OH:7])[CH:2]=1.[H-].[Na+].Cl[C:11]1[N:18]=[CH:17][CH:16]=[CH:15][C:12]=1[C:13]#[N:14]. Product: [N:1]1[CH:6]=[CH:5][CH:4]=[C:3]([O:7][C:11]2[N:18]=[CH:17][CH:16]=[CH:15][C:12]=2[C:13]#[N:14])[CH:2]=1. The catalyst class is: 9. (4) Reactant: C1(C(=[N:14][C:15]2[CH:31]=[CH:30][C:18]3[S:19][C:20]([C:23]4[CH:28]=[CH:27][N:26]=[C:25]([NH2:29])[N:24]=4)=[C:21]([CH3:22])[C:17]=3[CH:16]=2)C2C=CC=CC=2)C=CC=CC=1.[CH3:32][O:33][C:34]1[CH:35]=[C:36]([CH:40]=[C:41]([O:45][CH3:46])[C:42]=1[O:43][CH3:44])[C:37]([OH:39])=O.C(N(CC)CC)C.CN(C(ON1N=NC2C=CC=NC1=2)=[N+](C)C)C.F[P-](F)(F)(F)(F)F. Product: [NH2:29][C:25]1[N:24]=[C:23]([C:20]2[S:19][C:18]3[CH:30]=[CH:31][C:15]([NH:14][C:37](=[O:39])[C:36]4[CH:40]=[C:41]([O:45][CH3:46])[C:42]([O:43][CH3:44])=[C:34]([O:33][CH3:32])[CH:35]=4)=[CH:16][C:17]=3[C:21]=2[CH3:22])[CH:28]=[CH:27][N:26]=1. The catalyst class is: 6.